This data is from Catalyst prediction with 721,799 reactions and 888 catalyst types from USPTO. The task is: Predict which catalyst facilitates the given reaction. (1) Reactant: [NH2:1][C:2]([C:4]1[CH:5]=[C:6]([C:10]2[CH2:16][C@H:15]3[N:12]([C:13](=[O:24])[C@@H:14]3[C@H:17]([O:19][Si](C)(C)C)[CH3:18])[C:11]=2[C:25]([O:27][CH2:28][O:29][C:30](=[O:35])[C:31]([CH3:34])([CH3:33])[CH3:32])=[O:26])[CH:7]=[CH:8][CH:9]=1)=[O:3].Cl.C(=O)([O-])O.[Na+]. Product: [NH2:1][C:2]([C:4]1[CH:5]=[C:6]([C:10]2[CH2:16][C@H:15]3[N:12]([C:13](=[O:24])[C@@H:14]3[C@H:17]([OH:19])[CH3:18])[C:11]=2[C:25]([O:27][CH2:28][O:29][C:30](=[O:35])[C:31]([CH3:34])([CH3:33])[CH3:32])=[O:26])[CH:7]=[CH:8][CH:9]=1)=[O:3]. The catalyst class is: 476. (2) Reactant: C1(P(=O)(C2C=CC=CC=2)C2C=CC=CC=2)C=CC=CC=1.FC(F)(F)S(OS(C(F)(F)F)(=O)=O)(=O)=O.[CH3:36][O:37][C:38]1[CH:39]=[C:40]2[C:44](=[C:45]([NH:47][S:48]([C:51]3[S:52][CH:53]=[CH:54][CH:55]=3)(=[O:50])=[O:49])[CH:46]=1)[NH:43][C:42]([C:56]([NH:58][CH2:59][CH2:60][S:61]C(C1C=CC=CC=1)(C1C=CC=CC=1)C1C=CC=CC=1)=O)=[CH:41]2.C(=O)([O-])O.[Na+]. Product: [S:61]1[CH2:60][CH2:59][N:58]=[C:56]1[C:42]1[NH:43][C:44]2[C:40]([CH:41]=1)=[CH:39][C:38]([O:37][CH3:36])=[CH:46][C:45]=2[NH:47][S:48]([C:51]1[S:52][CH:53]=[CH:54][CH:55]=1)(=[O:49])=[O:50]. The catalyst class is: 4. (3) Product: [Br:11][C:12]1[C:13]([OH:18])=[N:14][CH:15]=[C:16]([I:19])[CH:17]=1. The catalyst class is: 6. Reactant: C(#N)C.C(O)(C(F)(F)F)=O.[Br:11][C:12]1[C:13]([OH:18])=[N:14][CH:15]=[CH:16][CH:17]=1.[I:19]N1C(=O)CCC1=O. (4) Reactant: Cl.[NH2:2][C:3]1[C:8]2[C:9]([C:25]3[CH:26]=[N:27][C:28]4[C:33]([CH:34]=3)=[CH:32][CH:31]=[CH:30][CH:29]=4)=[C:10]3[N:15]([C:7]=2[N:6]=[CH:5][N:4]=1)[CH2:14][C@@H:13]([NH:16][C:17](=[O:23])OC(C)(C)C)[CH:12]=[C:11]3[CH3:24].N[C:36]1[C:41]2C(C3C=NC4C(C=3)=CC=CC=4)=C3N(C=2N=CN=1)C[C@@H](NC(=O)OC(C)(C)C)CC3=C. Product: [NH2:2][C:3]1[C:8]2[C:9]([C:25]3[CH:26]=[N:27][C:28]4[C:33]([CH:34]=3)=[CH:32][CH:31]=[CH:30][CH:29]=4)=[C:10]3[N:15]([C:7]=2[N:6]=[CH:5][N:4]=1)[CH2:14][C@@H:13]([NH:16][C:17](=[O:23])[CH:36]=[CH2:41])[CH:12]=[C:11]3[CH3:24]. The catalyst class is: 40. (5) Reactant: [F:1][C:2]([F:15])([F:14])[O:3][C:4]1[CH:13]=[CH:12][C:7]2[N:8]=[C:9]([NH2:11])[S:10][C:6]=2[CH:5]=1.C(N=C=NCCCN(C)C)C.ON1C2C=CC=CC=2N=N1.[C:37]([N:40]1[CH:44]([C:45]2[CH:46]=[CH:47][C:48]([O:56][CH3:57])=[C:49]([CH:55]=2)[O:50][CH2:51][C:52](O)=[O:53])[CH2:43][C:42]([C:58]2[CH:63]=[C:62]([O:64][CH3:65])[C:61]([O:66][CH3:67])=[C:60]([O:68][CH3:69])[CH:59]=2)=[N:41]1)(=[O:39])[CH3:38]. Product: [F:15][C:2]([F:1])([F:14])[O:3][C:4]1[CH:13]=[CH:12][C:7]2[N:8]=[C:9]([NH:11][C:52](=[O:53])[CH2:51][O:50][C:49]3[CH:55]=[C:45]([CH:44]4[N:40]([C:37](=[O:39])[CH3:38])[N:41]=[C:42]([C:58]5[CH:63]=[C:62]([O:64][CH3:65])[C:61]([O:66][CH3:67])=[C:60]([O:68][CH3:69])[CH:59]=5)[CH2:43]4)[CH:46]=[CH:47][C:48]=3[O:56][CH3:57])[S:10][C:6]=2[CH:5]=1. The catalyst class is: 46. (6) Reactant: [NH2:1][C:2]1[CH:3]=[C:4]2[C:8](=[CH:9][CH:10]=1)[N:7]([CH:11]1[CH2:16][CH2:15][N:14](C(OC(C)(C)C)=O)[CH2:13][CH2:12]1)[CH:6]=[CH:5]2.FC(F)(F)C(O)=O. Product: [NH:14]1[CH2:15][CH2:16][CH:11]([N:7]2[C:8]3[C:4](=[CH:3][C:2]([NH2:1])=[CH:10][CH:9]=3)[CH:5]=[CH:6]2)[CH2:12][CH2:13]1. The catalyst class is: 7.